From a dataset of CYP1A2 inhibition data for predicting drug metabolism from PubChem BioAssay. Regression/Classification. Given a drug SMILES string, predict its absorption, distribution, metabolism, or excretion properties. Task type varies by dataset: regression for continuous measurements (e.g., permeability, clearance, half-life) or binary classification for categorical outcomes (e.g., BBB penetration, CYP inhibition). Dataset: cyp1a2_veith. (1) The drug is Cc1nc2cnc(N(C)C)nc2n(C)c1=O. The result is 1 (inhibitor). (2) The drug is Cc1nc2ncnn2c(C)c1CCC(=O)N1CCN(C(=O)c2ccco2)CC1. The result is 0 (non-inhibitor).